Dataset: Full USPTO retrosynthesis dataset with 1.9M reactions from patents (1976-2016). Task: Predict the reactants needed to synthesize the given product. (1) Given the product [NH2:7][C:8](=[O:33])[CH2:9][N:10]([CH3:32])[C:11]([C:13]1[CH:21]=[C:20]2[C:16]([C:17]([S:29]([CH3:31])=[O:30])=[CH:18][N:19]2[C:22]2[N:27]=[CH:26][C:25]([C:36]3[CH:37]=[C:38]([O:41][CH3:42])[CH:39]=[CH:40][C:35]=3[F:34])=[CH:24][N:23]=2)=[CH:15][CH:14]=1)=[O:12], predict the reactants needed to synthesize it. The reactants are: C(=O)([O-])[O-].[K+].[K+].[NH2:7][C:8](=[O:33])[CH2:9][N:10]([CH3:32])[C:11]([C:13]1[CH:21]=[C:20]2[C:16]([C:17]([S:29]([CH3:31])=[O:30])=[CH:18][N:19]2[C:22]2[N:27]=[CH:26][C:25](Br)=[CH:24][N:23]=2)=[CH:15][CH:14]=1)=[O:12].[F:34][C:35]1[CH:40]=[CH:39][C:38]([O:41][CH3:42])=[CH:37][C:36]=1B(O)O. (2) Given the product [CH3:13][O:12][N:11]([CH3:10])[C:6]([C:2]1[S:1][CH:5]=[CH:4][CH:3]=1)=[O:7], predict the reactants needed to synthesize it. The reactants are: [S:1]1[CH:5]=[CH:4][CH:3]=[C:2]1[C:6](Cl)=[O:7].Cl.[CH3:10][NH:11][O:12][CH3:13].C(N(CC)CC)C.Cl. (3) The reactants are: [F:1][CH:2]([F:5])[CH2:3]Cl.[CH2:6]([NH2:13])[C:7]1[CH:12]=[CH:11][CH:10]=[CH:9][CH:8]=1. Given the product [CH2:6]([NH:13][CH2:3][CH:2]([F:5])[F:1])[C:7]1[CH:12]=[CH:11][CH:10]=[CH:9][CH:8]=1, predict the reactants needed to synthesize it. (4) Given the product [C:1]([O:5][C:6](=[O:26])[NH:7][C:8]1[S:9][C:10]2[CH:16]=[C:15]([CH2:17][Br:34])[C:14]([F:18])=[C:13]([C:19]3[CH:24]=[CH:23][CH:22]=[C:21]([Cl:25])[CH:20]=3)[C:11]=2[N:12]=1)([CH3:4])([CH3:2])[CH3:3], predict the reactants needed to synthesize it. The reactants are: [C:1]([O:5][C:6](=[O:26])[NH:7][C:8]1[S:9][C:10]2[CH:16]=[C:15]([CH3:17])[C:14]([F:18])=[C:13]([C:19]3[CH:24]=[CH:23][CH:22]=[C:21]([Cl:25])[CH:20]=3)[C:11]=2[N:12]=1)([CH3:4])([CH3:3])[CH3:2].C1C(=O)N([Br:34])C(=O)C1.C(OOC(=O)C1C=CC=CC=1)(=O)C1C=CC=CC=1. (5) Given the product [CH3:39][O:40][C:3]1[CH:4]=[C:5]2[C:10](=[CH:11][C:12]=1[O:13][CH3:14])[N:9]=[CH:8][CH:7]=[C:6]2[O:15][C:16]1[CH:23]=[CH:22][C:21]([CH3:24])=[CH:20][C:17]=1[CH2:18][N:25]1[CH2:30][CH2:29][CH2:28][CH2:27][CH2:26]1, predict the reactants needed to synthesize it. The reactants are: CO[C:3]1[CH:4]=[C:5]2[C:10](=[CH:11][C:12]=1[O:13][CH3:14])[N:9]=[CH:8][CH:7]=[C:6]2[O:15][C:16]1[CH:23]=[CH:22][C:21]([CH3:24])=[CH:20][C:17]=1[CH:18]=O.[NH:25]1[CH2:30][CH2:29][CH2:28][CH2:27][CH2:26]1.[BH4-].[Na+].C(OCC)(=O)C.[CH3:39][OH:40].